This data is from Reaction yield outcomes from USPTO patents with 853,638 reactions. The task is: Predict the reaction yield, written as a fraction of the theoretical maximum amount of product (1.0 means a 100% yield; for example, 0.34 means a 34% yield). (1) The reactants are [Cl:1][C:2]1[CH:19]=[CH:18][C:5]2[N:6]([C@H:11]3[CH2:15][CH2:14][S:13](=[O:17])(=[O:16])[CH2:12]3)[C:7]([CH2:9]Cl)=[N:8][C:4]=2[CH:3]=1.[CH3:20][S:21]([C:24]1[C:32]2[C:27](=[CH:28][N:29]=[CH:30][CH:31]=2)[NH:26][N:25]=1)(=[O:23])=[O:22].C([O-])([O-])=O.[Cs+].[Cs+]. The catalyst is CN(C=O)C. The product is [Cl:1][C:2]1[CH:19]=[CH:18][C:5]2[N:6]([C@@H:11]3[CH2:15][CH2:14][S:13](=[O:17])(=[O:16])[CH2:12]3)[C:7]([CH2:9][N:26]3[C:27]4=[CH:28][N:29]=[CH:30][CH:31]=[C:32]4[C:24]([S:21]([CH3:20])(=[O:22])=[O:23])=[N:25]3)=[N:8][C:4]=2[CH:3]=1. The yield is 0.346. (2) The reactants are Br[C:2]1[O:3][C:4]([Br:23])=[C:5]([C:7]2[N:11]3[N:12]=[C:13]([CH3:21])[CH:14]=[C:15]([CH:16]([CH2:19][CH3:20])[CH2:17][CH3:18])[C:10]3=[N:9][C:8]=2[CH3:22])[N:6]=1.C(=O)([O-])[O-].[Cs+].[Cs+].[CH3:30][NH:31][CH3:32].C1COCC1. No catalyst specified. The product is [Br:23][C:4]1[O:3][C:2]([N:31]([CH3:32])[CH3:30])=[N:6][C:5]=1[C:7]1[N:11]2[N:12]=[C:13]([CH3:21])[CH:14]=[C:15]([CH:16]([CH2:19][CH3:20])[CH2:17][CH3:18])[C:10]2=[N:9][C:8]=1[CH3:22]. The yield is 0.870.